Dataset: Full USPTO retrosynthesis dataset with 1.9M reactions from patents (1976-2016). Task: Predict the reactants needed to synthesize the given product. (1) Given the product [Br:1][C:2]1[N:3]=[C:4]([CH3:21])[C:5]([NH:10][CH:11]2[C:19]3[C:14](=[CH:15][CH:16]=[CH:17][CH:18]=3)[CH2:13][CH2:12][CH2:23]2)=[N:6][C:7]=1[CH3:8], predict the reactants needed to synthesize it. The reactants are: [Br:1][C:2]1[N:3]=[C:4]([CH2:21]C)[C:5]([NH:10][C@@H:11]2[C:19]3[C:14](=[CH:15][CH:16]=[CH:17][CH:18]=3)[CH2:13][C@@H:12]2O)=[N:6][C:7]=1[CH2:8]C.[CH3:23]C1C(NC2C3C(=CC=CC=3)CCC2)=NC(C)=CN=1. (2) Given the product [NH2:1][C:2]1[N:11]=[CH:10][C:9]2[C:8]([NH:18][C:17]3[CH:19]=[CH:20][C:21]([Cl:22])=[C:15]([Cl:14])[CH:16]=3)=[N:7][CH:6]=[N:5][C:4]=2[CH:3]=1, predict the reactants needed to synthesize it. The reactants are: [NH2:1][C:2]1[N:11]=[CH:10][C:9]2[C:8](SC)=[N:7][CH:6]=[N:5][C:4]=2[CH:3]=1.[Cl:14][C:15]1[CH:16]=[C:17]([CH:19]=[CH:20][C:21]=1[Cl:22])[NH2:18]. (3) Given the product [CH3:13][CH:14]([CH3:32])[CH2:15][CH2:16][NH:17][C:18]([C:20]1[N:21]=[N:22][C:23]([N:26]2[CH2:31][CH2:30][N:29]([C:6](=[O:7])[C:5]3[CH:9]=[CH:10][CH:11]=[CH:12][C:4]=3[N+:1]([O-:3])=[O:2])[CH2:28][CH2:27]2)=[CH:24][CH:25]=1)=[O:19], predict the reactants needed to synthesize it. The reactants are: [N+:1]([C:4]1[CH:12]=[CH:11][CH:10]=[CH:9][C:5]=1[C:6](Cl)=[O:7])([O-:3])=[O:2].[CH3:13][CH:14]([CH3:32])[CH2:15][CH2:16][NH:17][C:18]([C:20]1[N:21]=[N:22][C:23]([N:26]2[CH2:31][CH2:30][NH:29][CH2:28][CH2:27]2)=[CH:24][CH:25]=1)=[O:19].